From a dataset of Peptide-MHC class I binding affinity with 185,985 pairs from IEDB/IMGT. Regression. Given a peptide amino acid sequence and an MHC pseudo amino acid sequence, predict their binding affinity value. This is MHC class I binding data. (1) The peptide sequence is AAVDLSHFL. The MHC is HLA-B18:01 with pseudo-sequence HLA-B18:01. The binding affinity (normalized) is 0. (2) The peptide sequence is DRGFAAPQFSL. The MHC is Mamu-B08 with pseudo-sequence Mamu-B08. The binding affinity (normalized) is 0.0105. (3) The peptide sequence is TASGGKVLI. The MHC is HLA-A02:01 with pseudo-sequence HLA-A02:01. The binding affinity (normalized) is 0.0274.